The task is: Predict the reaction yield, written as a fraction of the theoretical maximum amount of product (1.0 means a 100% yield; for example, 0.34 means a 34% yield).. This data is from Reaction yield outcomes from USPTO patents with 853,638 reactions. (1) The reactants are [Br:1][CH2:2][C:3]1[CH:12]=[CH:11][C:6]([C:7]([O:9][CH3:10])=[O:8])=[C:5]([C:13]2[CH:18]=[CH:17][C:16]([F:19])=[CH:15][CH:14]=2)[CH:4]=1.[C:20]1([P:26]([C:33]2[CH:38]=[CH:37][CH:36]=[CH:35][CH:34]=2)[C:27]2[CH:32]=[CH:31][CH:30]=[CH:29][CH:28]=2)[CH:25]=[CH:24][CH:23]=[CH:22][CH:21]=1. The catalyst is C1(C)C=CC=CC=1. The product is [Br-:1].[F:19][C:16]1[CH:17]=[CH:18][C:13]([C:5]2[CH:4]=[C:3]([CH:12]=[CH:11][C:6]=2[C:7]([O:9][CH3:10])=[O:8])[CH2:2][P+:26]([C:27]2[CH:28]=[CH:29][CH:30]=[CH:31][CH:32]=2)([C:33]2[CH:38]=[CH:37][CH:36]=[CH:35][CH:34]=2)[C:20]2[CH:21]=[CH:22][CH:23]=[CH:24][CH:25]=2)=[CH:14][CH:15]=1. The yield is 0.780. (2) The reactants are Cl[C:2]1[C:11]2[C:6](=[CH:7][C:8]([O:14][CH2:15][CH2:16][CH2:17][N:18]3[CH2:23][CH2:22][O:21][CH2:20][CH2:19]3)=[C:9]([O:12][CH3:13])[CH:10]=2)[N:5]=[CH:4][N:3]=1.[NH2:24][C:25]1[C:30]2[O:31][CH2:32][O:33][C:29]=2[C:28]([C:34]#[C:35][CH2:36][NH:37][C:38](=[O:42])[N:39]([CH3:41])[CH3:40])=[CH:27][C:26]=1[Cl:43].C[Si]([N-][Si](C)(C)C)(C)C.[Na+]. The catalyst is CN(C=O)C. The product is [Cl:43][C:26]1[CH:27]=[C:28]([C:34]#[C:35][CH2:36][NH:37][C:38](=[O:42])[N:39]([CH3:40])[CH3:41])[C:29]2[O:33][CH2:32][O:31][C:30]=2[C:25]=1[NH:24][C:2]1[C:11]2[C:6](=[CH:7][C:8]([O:14][CH2:15][CH2:16][CH2:17][N:18]3[CH2:23][CH2:22][O:21][CH2:20][CH2:19]3)=[C:9]([O:12][CH3:13])[CH:10]=2)[N:5]=[CH:4][N:3]=1. The yield is 0.720. (3) The reactants are [CH2:1]([N:8]1[C:12]([C:13]2[CH:18]=[CH:17][CH:16]=[CH:15][CH:14]=2)=[CH:11][C:10]([CH2:19][OH:20])=[C:9]1[Cl:21])[C:2]1[CH:7]=[CH:6][CH:5]=[CH:4][CH:3]=1.C[N+]1([O-])CCOCC1. The catalyst is C(Cl)Cl.CCC[N+](CCC)(CCC)CCC.[O-][Ru](=O)(=O)=O. The product is [CH2:1]([N:8]1[C:12]([C:13]2[CH:14]=[CH:15][CH:16]=[CH:17][CH:18]=2)=[CH:11][C:10]([CH:19]=[O:20])=[C:9]1[Cl:21])[C:2]1[CH:3]=[CH:4][CH:5]=[CH:6][CH:7]=1. The yield is 0.770. (4) The reactants are O=[C:2]1[CH2:7][CH2:6][N:5]([C:8]([O:10][CH2:11][C:12]2[CH:17]=[CH:16][CH:15]=[CH:14][CH:13]=2)=[O:9])[CH2:4][CH2:3]1.[NH2:18][OH:19].Cl.C([O-])([O-])=O.[K+].[K+]. The catalyst is CCO. The product is [OH:19][N:18]=[C:2]1[CH2:7][CH2:6][N:5]([C:8]([O:10][CH2:11][C:12]2[CH:17]=[CH:16][CH:15]=[CH:14][CH:13]=2)=[O:9])[CH2:4][CH2:3]1. The yield is 0.940. (5) The reactants are C([Li])CCC.Br[C:7]1[CH:12]=[C:11]([C:13]([F:16])([F:15])[F:14])[CH:10]=[C:9]([Br:17])[CH:8]=1.[N+](C1C=C[C:24]([C:27]2[CH2:32][CH2:31][N:30]([C:33]([O:35][C:36]([CH3:39])([CH3:38])[CH3:37])=[O:34])[CH2:29][CH:28]=2)=C(C(F)(F)F)C=1)([O-])=O.CC[O:46]C(C)=O. The catalyst is C1COCC1. The product is [C:36]([O:35][C:33]([N:30]1[CH2:31][CH2:32][CH:27]([C:24](=[O:46])[C:7]2[CH:12]=[C:11]([C:13]([F:16])([F:15])[F:14])[CH:10]=[C:9]([Br:17])[CH:8]=2)[CH2:28][CH2:29]1)=[O:34])([CH3:39])([CH3:38])[CH3:37]. The yield is 0.270.